From a dataset of Forward reaction prediction with 1.9M reactions from USPTO patents (1976-2016). Predict the product of the given reaction. Given the reactants C([O:4][C:5]1[CH:17]=[CH:16][C:15]2[C:14]3[C:9](=[CH:10][C:11]([O:18]C(=O)C)=[CH:12][CH:13]=3)[CH:8]([CH3:22])[C:7]=2[CH:6]=1)(=O)C.O.[OH-].[Li+].Cl, predict the reaction product. The product is: [OH:4][C:5]1[CH:17]=[CH:16][C:15]2[C:14]3[C:9](=[CH:10][C:11]([OH:18])=[CH:12][CH:13]=3)[CH:8]([CH3:22])[C:7]=2[CH:6]=1.